This data is from Forward reaction prediction with 1.9M reactions from USPTO patents (1976-2016). The task is: Predict the product of the given reaction. (1) Given the reactants Cl[C:2]1[CH:3]=[C:4]([C:9]2[N:13]3[CH:14]=[CH:15][C:16]([C:19]([OH:22])([CH3:21])[CH3:20])=[C:17]([F:18])[C:12]3=[N:11][CH:10]=2)[CH:5]=[CH:6][C:7]=1[F:8].[Cl:23][C:24]1[CH:25]=[CH:26][C:27]([F:38])=[C:28](B2OCC(C)(C)CO2)[CH:29]=1, predict the reaction product. The product is: [Cl:23][C:24]1[CH:29]=[CH:28][C:27]([F:38])=[C:26]([C:2]2[CH:3]=[C:4]([C:9]3[N:13]4[CH:14]=[CH:15][C:16]([C:19]([OH:22])([CH3:21])[CH3:20])=[C:17]([F:18])[C:12]4=[N:11][CH:10]=3)[CH:5]=[CH:6][C:7]=2[F:8])[CH:25]=1. (2) Given the reactants [CH3:1][S:2]([OH:5])(=O)=[O:3].[Cl:6][C:7]1[S:11][C:10]([C:12]([NH:14][C:15]2[N:16]=[C:17](SC)[S:18][C:19]=2[C:20]([NH:22][C:23]2[CH:28]=[CH:27][C:26]([N:29]3[CH2:33][CH2:32][O:31][C:30]3=[NH:34])=[CH:25][CH:24]=2)=[O:21])=[O:13])=[CH:9][CH:8]=1.OO.C1COCC1, predict the reaction product. The product is: [Cl:6][C:7]1[S:11][C:10]([C:12]([NH:14][C:15]2[N:16]=[C:17]([S:2]([CH3:1])(=[O:5])=[O:3])[S:18][C:19]=2[C:20]([NH:22][C:23]2[CH:24]=[CH:25][C:26]([N:29]3[CH2:33][CH2:32][O:31][C:30]3=[NH:34])=[CH:27][CH:28]=2)=[O:21])=[O:13])=[CH:9][CH:8]=1. (3) Given the reactants Cl.CN(C)CCCN=C=NCC.[C:13]([C:15]1[CH:16]=[C:17]2[C:22](=[CH:23][C:24]=1[O:25][CH3:26])[N:21]=[CH:20][CH:19]=[C:18]2[O:27][C:28]1[CH:29]=[CH:30][C:31]([CH2:34][C:35](O)=[O:36])=[N:32][CH:33]=1)#[N:14].[NH2:38][C:39]1[NH:43][N:42]=[C:41]([CH2:44][CH3:45])[CH:40]=1.C(N(C(C)C)CC)(C)C, predict the reaction product. The product is: [CH2:44]([C:41]1[NH:42][N:43]=[C:39]([NH:38][C:35](=[O:36])[CH2:34][C:31]2[CH:30]=[CH:29][C:28]([O:27][C:18]3[C:17]4[C:22](=[CH:23][C:24]([O:25][CH3:26])=[C:15]([C:13]#[N:14])[CH:16]=4)[N:21]=[CH:20][CH:19]=3)=[CH:33][N:32]=2)[CH:40]=1)[CH3:45]. (4) Given the reactants [C:1]1([C:7]2[O:8][C:9]3[C:10](=[C:12]([C:16]([OH:18])=O)[CH:13]=[CH:14][CH:15]=3)[N:11]=2)[CH:6]=[CH:5][CH:4]=[CH:3][CH:2]=1.Cl.Cl.[NH2:21][CH:22]1[CH2:27][CH2:26][N:25]([CH3:28])[CH2:24][CH2:23]1, predict the reaction product. The product is: [CH3:28][N:25]1[CH2:26][CH2:27][CH:22]([NH:21][C:16]([C:12]2[CH:13]=[CH:14][CH:15]=[C:9]3[O:8][C:7]([C:1]4[CH:2]=[CH:3][CH:4]=[CH:5][CH:6]=4)=[N:11][C:10]=23)=[O:18])[CH2:23][CH2:24]1. (5) The product is: [OH:1][C:2]1([CH3:16])[CH2:5][CH:4]([C:6]([O:8][CH2:9][C:10]2[CH:11]=[CH:12][CH:13]=[CH:14][CH:15]=2)=[O:7])[CH2:3]1. Given the reactants [O:1]=[C:2]1[CH2:5][CH:4]([C:6]([O:8][CH2:9][C:10]2[CH:15]=[CH:14][CH:13]=[CH:12][CH:11]=2)=[O:7])[CH2:3]1.[CH3:16][Mg]Br.[NH4+].[Cl-], predict the reaction product. (6) Given the reactants [F:1][C:2]([F:20])([F:19])[C:3]1[CH:8]=[CH:7][C:6]([C@@H:9]2[C:18]3[C:13](=[CH:14][CH:15]=[CH:16][CH:17]=3)[CH2:12][CH2:11][NH:10]2)=[CH:5][CH:4]=1.CCN(C(C)C)C(C)C.[N:30]1[O:31][N:32]=[C:33]2[CH:38]=[C:37]([C:39](Cl)=[O:40])[CH:36]=[CH:35][C:34]=12, predict the reaction product. The product is: [N:30]1[O:31][N:32]=[C:33]2[CH:38]=[C:37]([C:39]([N:10]3[CH2:11][CH2:12][C:13]4[C:18](=[CH:17][CH:16]=[CH:15][CH:14]=4)[C@H:9]3[C:6]3[CH:5]=[CH:4][C:3]([C:2]([F:1])([F:19])[F:20])=[CH:8][CH:7]=3)=[O:40])[CH:36]=[CH:35][C:34]=12. (7) Given the reactants Br[C:2]1[CH:10]=[CH:9][CH:8]=[C:7]2[C:3]=1[CH:4]=[N:5][NH:6]2.CCN(C(C)C)C(C)C.[CH3:20][O:21][C:22](=[O:48])[C@@H:23]([NH:33][C:34]([C:36]1[C:37]([CH3:47])=[N:38][C:39]([NH:43][CH2:44][C:45]#[CH:46])=[N:40][C:41]=1[CH3:42])=[O:35])[CH2:24][NH:25][C:26]([C:28]1[S:29][CH:30]=[CH:31][CH:32]=1)=[O:27], predict the reaction product. The product is: [CH3:20][O:21][C:22](=[O:48])[C@@H:23]([NH:33][C:34]([C:36]1[C:41]([CH3:42])=[N:40][C:39]([NH:43][CH2:44][C:45]#[C:46][C:2]2[CH:10]=[CH:9][CH:8]=[C:7]3[C:3]=2[CH:4]=[N:5][NH:6]3)=[N:38][C:37]=1[CH3:47])=[O:35])[CH2:24][NH:25][C:26]([C:28]1[S:29][CH:30]=[CH:31][CH:32]=1)=[O:27].